This data is from Reaction yield outcomes from USPTO patents with 853,638 reactions. The task is: Predict the reaction yield, written as a fraction of the theoretical maximum amount of product (1.0 means a 100% yield; for example, 0.34 means a 34% yield). (1) The reactants are [Br:1][C:2]1[CH:11]=[CH:10][CH:9]=[C:8]2[C:3]=1[CH:4]=[CH:5][C:6]([O:89][CH3:90])=[C:7]2[CH2:12][N:13]1[C:19]2[CH:20]=[CH:21][CH:22]=[CH:23][C:18]=2[N:17]([C:24](=[O:73])[C:25]2[CH:30]=[CH:29][C:28]([C:31]([N:33]3[C:39]4[CH:40]=[CH:41][CH:42]=[CH:43][C:38]=4[N:37]([CH2:44][C:45]4[C:54]5[C:49](=[C:50]([Br:55])[CH:51]=[CH:52][CH:53]=5)[CH:48]=[CH:47][C:46]=4[O:56][CH3:57])[C:36](=[O:58])[C@@H:35]([NH:59][C:60](=[O:72])[C@@H:61]([N:63](C(OC(C)(C)C)=O)[CH3:64])[CH3:62])[CH2:34]3)=[O:32])=[CH:27][CH:26]=2)[CH2:16][C@H:15]([NH:74][C:75](=[O:87])[C@@H:76]([N:78](C)[C:79](=O)OC(C)(C)C)[CH3:77])[C:14]1=[O:88].[ClH:91]. The catalyst is O1CCOCC1. The product is [ClH:91].[ClH:91].[Br:55][C:50]1[CH:51]=[CH:52][CH:53]=[C:54]2[C:49]=1[CH:48]=[CH:47][C:46]([O:56][CH3:57])=[C:45]2[CH2:44][N:37]1[C:38]2[CH:43]=[CH:42][CH:41]=[CH:40][C:39]=2[N:33]([C:31](=[O:32])[C:28]2[CH:27]=[CH:26][C:25]([C:24]([N:17]3[C:18]4[CH:23]=[CH:22][CH:21]=[CH:20][C:19]=4[N:13]([CH2:12][C:7]4[C:8]5[C:3](=[C:2]([Br:1])[CH:11]=[CH:10][CH:9]=5)[CH:4]=[CH:5][C:6]=4[O:89][CH3:90])[C:14](=[O:88])[C@@H:15]([NH:74][C:75](=[O:87])[C@@H:76]([NH:78][CH3:79])[CH3:77])[CH2:16]3)=[O:73])=[CH:30][CH:29]=2)[CH2:34][C@H:35]([NH:59][C:60](=[O:72])[C@@H:61]([NH:63][CH3:64])[CH3:62])[C:36]1=[O:58]. The yield is 0.772. (2) The reactants are [N+:1]([C:4]1[CH:5]=[CH:6][C:7]([O:13][C:14]([F:17])([F:16])[F:15])=[C:8]([CH:12]=1)[C:9]([OH:11])=[O:10])([O-])=O.[H][H]. The catalyst is C(O)C.[Pd]. The product is [NH2:1][C:4]1[CH:5]=[CH:6][C:7]([O:13][C:14]([F:15])([F:16])[F:17])=[C:8]([CH:12]=1)[C:9]([OH:11])=[O:10]. The yield is 0.290. (3) The reactants are [CH3:1][C:2]([CH3:17])([CH3:16])[C:3](=O)[CH2:4][CH:5]1O[N:8]=[C:7]([C:10]([O:12][CH2:13][CH3:14])=[O:11])[CH2:6]1.[H+].[B-](F)(F)(F)F. The catalyst is C(O)C.[Ni]. The product is [C:2]([C:3]1[N:8]=[C:7]([C:10]([O:12][CH2:13][CH3:14])=[O:11])[CH:6]=[CH:5][CH:4]=1)([CH3:17])([CH3:16])[CH3:1]. The yield is 0.260. (4) The reactants are [CH2:1]([N:8]1[CH2:13][CH2:12][CH:11]([NH:14][C:15](=[O:21])[CH2:16][CH2:17][CH2:18][CH2:19]Br)[CH2:10][CH2:9]1)[C:2]1[CH:7]=[CH:6][CH:5]=[CH:4][CH:3]=1.[H-].[Na+]. The catalyst is C1COCC1. The product is [CH2:1]([N:8]1[CH2:13][CH2:12][CH:11]([N:14]2[CH2:19][CH2:18][CH2:17][CH2:16][C:15]2=[O:21])[CH2:10][CH2:9]1)[C:2]1[CH:7]=[CH:6][CH:5]=[CH:4][CH:3]=1. The yield is 0.290.